Dataset: Reaction yield outcomes from USPTO patents with 853,638 reactions. Task: Predict the reaction yield, written as a fraction of the theoretical maximum amount of product (1.0 means a 100% yield; for example, 0.34 means a 34% yield). (1) The reactants are [CH3:1][N:2]([CH2:7][C:8]1[N:12]([CH3:13])[N:11]=[C:10]([N+:14]([O-])=O)[CH:9]=1)[CH:3]1[CH2:6][O:5][CH2:4]1.[NH4+].[Cl-]. The catalyst is C(O)C.O.[Fe]. The product is [CH3:13][N:12]1[C:8]([CH2:7][N:2]([CH3:1])[CH:3]2[CH2:4][O:5][CH2:6]2)=[CH:9][C:10]([NH2:14])=[N:11]1. The yield is 0.830. (2) The yield is 0.712. The reactants are [K].[CH3:2][CH:3]([CH3:5])[O-:4].[K+].[Br:7][C:8]1[CH:9]=[N:10][CH:11]=[C:12](Br)[CH:13]=1. The catalyst is CC(O)C.[Cu]. The product is [CH:3]([O:4][C:12]1[CH:13]=[C:8]([Br:7])[CH:9]=[N:10][CH:11]=1)([CH3:5])[CH3:2].